From a dataset of Reaction yield outcomes from USPTO patents with 853,638 reactions. Predict the reaction yield, written as a fraction of the theoretical maximum amount of product (1.0 means a 100% yield; for example, 0.34 means a 34% yield). The reactants are [CH3:1][CH:2]1[N:7]([CH3:8])[CH2:6][CH2:5][N:4]([C:9]2[CH:18]=[CH:17][C:12]([C:13]([O:15]C)=O)=[CH:11][CH:10]=2)[CH2:3]1.[NH2:19][C:20]1[N:24](C(OC(C)(C)C)=O)[N:23]=[C:22]([CH2:32][CH2:33][C:34]2[CH:39]=[C:38]([O:40][CH3:41])[CH:37]=[C:36]([O:42][CH3:43])[CH:35]=2)[CH:21]=1.C[Si]([N-][Si](C)(C)C)(C)C.[Na+]. The catalyst is C1COCC1. The product is [CH3:41][O:40][C:38]1[CH:39]=[C:34]([CH2:33][CH2:32][C:22]2[NH:23][N:24]=[C:20]([NH:19][C:13](=[O:15])[C:12]3[CH:11]=[CH:10][C:9]([N:4]4[CH2:5][CH2:6][N:7]([CH3:8])[CH:2]([CH3:1])[CH2:3]4)=[CH:18][CH:17]=3)[CH:21]=2)[CH:35]=[C:36]([O:42][CH3:43])[CH:37]=1. The yield is 0.190.